This data is from Full USPTO retrosynthesis dataset with 1.9M reactions from patents (1976-2016). The task is: Predict the reactants needed to synthesize the given product. (1) Given the product [C:31]([O:30][C:28](=[O:29])[NH:26][CH2:25][C:22]1[CH:21]=[CH:20][CH:19]=[C:18]2[C:23]=1[CH:24]=[C:15]([C:12]1[CH:13]=[CH:14][C:9]([CH2:8][N:5]3[CH2:6][CH2:7][N:2]([CH3:1])[CH2:3][CH2:4]3)=[CH:10][CH:11]=1)[NH:16][C:17]2=[O:27])([CH3:34])([CH3:33])[CH3:32], predict the reactants needed to synthesize it. The reactants are: [CH3:1][N:2]1[CH2:7][CH2:6][N:5]([CH2:8][C:9]2[CH:14]=[CH:13][C:12]([C:15]3[NH:16][C:17](=[O:27])[C:18]4[CH:19]=[CH:20][CH:21]=[C:22]([C:25]#[N:26])[C:23]=4[CH:24]=3)=[CH:11][CH:10]=2)[CH2:4][CH2:3]1.[C:28](O[C:28]([O:30][C:31]([CH3:34])([CH3:33])[CH3:32])=[O:29])([O:30][C:31]([CH3:34])([CH3:33])[CH3:32])=[O:29]. (2) Given the product [OH:6][CH2:5][C:4]([NH:29][C:30](=[O:38])[C:31]1[CH:36]=[C:35]([OH:37])[CH:34]=[CH:33][CH:32]=1)([NH:7][C:8]([C:10]1[C:11]([CH3:28])=[N:12][C:13]([NH:17][CH2:18][CH2:19][CH2:20][C:21]2[CH:26]=[CH:25][CH:24]=[C:23]([OH:27])[CH:22]=2)=[N:14][C:15]=1[CH3:16])=[O:9])[C:3]([OH:39])=[O:2], predict the reactants needed to synthesize it. The reactants are: C[O:2][C:3](=[O:39])[C:4]([NH:29][C:30](=[O:38])[C:31]1[CH:36]=[C:35]([OH:37])[CH:34]=[CH:33][CH:32]=1)([NH:7][C:8]([C:10]1[C:11]([CH3:28])=[N:12][C:13]([NH:17][CH2:18][CH2:19][CH2:20][C:21]2[CH:26]=[CH:25][CH:24]=[C:23]([OH:27])[CH:22]=2)=[N:14][C:15]=1[CH3:16])=[O:9])[CH2:5][OH:6].O.[OH-].[Li+]. (3) Given the product [CH3:1][C:2]([CH3:48])([CH3:47])[C:3]([O:5][CH2:6][N:7]1[C:15](=[O:16])[C:14]2[N:13]([C:17]3[CH:22]=[CH:21][CH:20]=[CH:19][C:18]=3[CH:23]=[CH2:24])[C:12]([N:25]3[CH2:26][CH2:27][N:28]([C:31]([O:33][C:34]([CH3:37])([CH3:36])[CH3:35])=[O:32])[CH2:29][CH2:30]3)=[N:11][C:10]=2[NH:9][C:8]1=[O:46])=[O:4], predict the reactants needed to synthesize it. The reactants are: [CH3:1][C:2]([CH3:48])([CH3:47])[C:3]([O:5][CH2:6][N:7]1[C:15](=[O:16])[C:14]2[N:13]([C:17]3[CH:22]=[CH:21][CH:20]=[CH:19][C:18]=3[CH:23]=[CH2:24])[C:12]([N:25]3[CH2:30][CH2:29][N:28]([C:31]([O:33][C:34]([CH3:37])([CH3:36])[CH3:35])=[O:32])[CH2:27][CH2:26]3)=[N:11][C:10]=2[N:9](COC(=O)C(C)(C)C)[C:8]1=[O:46])=[O:4].[H-].[Na+]. (4) Given the product [N:1]([CH2:6][C:7]1[CH:12]=[C:11]([OH:13])[C:10]([O:14][CH2:15][CH2:16][CH3:17])=[CH:9][N:8]=1)=[N+:2]=[N-:3], predict the reactants needed to synthesize it. The reactants are: [N-:1]=[N+:2]=[N-:3].[Na+].Cl[CH2:6][C:7]1[CH:12]=[C:11]([OH:13])[C:10]([O:14][CH2:15][CH2:16][CH3:17])=[CH:9][N:8]=1. (5) Given the product [CH2:17]([C:6]12[CH2:5][CH2:4][C:3](=[O:21])[C:2]([C:23]#[N:24])=[C:14]1[C:13]1[C:8](=[CH:9][C:10]([O:15][CH3:16])=[CH:11][CH:12]=1)[CH2:7]2)[CH2:18][CH2:19][CH3:20], predict the reactants needed to synthesize it. The reactants are: Br[C:2]1[C:3](=[O:21])[CH2:4][CH2:5][C:6]2([CH2:17][CH2:18][CH2:19][CH3:20])[C:14]=1[C:13]1[C:8](=[CH:9][C:10]([O:15][CH3:16])=[CH:11][CH:12]=1)[CH2:7]2.[Cu][C:23]#[N:24]. (6) The reactants are: C([O:8][C:9](=[O:21])[C@H:10]([CH2:19][Br:20])[NH:11][C:12]([O:14][C:15]([CH3:18])([CH3:17])[CH3:16])=[O:13])C1C=CC=CC=1. Given the product [C:12]([NH:11][C@H:10]([C:9]([OH:21])=[O:8])[CH2:19][Br:20])([O:14][C:15]([CH3:18])([CH3:17])[CH3:16])=[O:13], predict the reactants needed to synthesize it.